From a dataset of Catalyst prediction with 721,799 reactions and 888 catalyst types from USPTO. Predict which catalyst facilitates the given reaction. Reactant: [C:1]([O:5][C:6]([N:8]1[CH2:13][CH2:12][N:11]([C:14]2[C:15](=[O:20])[NH:16][CH:17]=[CH:18][N:19]=2)[CH2:10][CH2:9]1)=[O:7])([CH3:4])([CH3:3])[CH3:2].Cl[CH2:22][CH:23]1[O:28][C:27]2[CH:29]=[CH:30][CH:31]=[CH:32][C:26]=2[O:25][CH2:24]1.CN(C=O)C.C(=O)([O-])[O-].[K+].[K+]. Product: [O:28]1[C:27]2[CH:29]=[CH:30][CH:31]=[CH:32][C:26]=2[O:25][CH2:24][CH:23]1[CH2:22][N:16]1[CH:17]=[CH:18][N:19]=[C:14]([N:11]2[CH2:10][CH2:9][N:8]([C:6]([O:5][C:1]([CH3:4])([CH3:2])[CH3:3])=[O:7])[CH2:13][CH2:12]2)[C:15]1=[O:20]. The catalyst class is: 161.